From a dataset of Catalyst prediction with 721,799 reactions and 888 catalyst types from USPTO. Predict which catalyst facilitates the given reaction. (1) Reactant: [S:1]1[C:5]2[CH:6]=[C:7]([C:10]([OH:12])=O)[CH:8]=[CH:9][C:4]=2[N:3]=[CH:2]1.[F:13][C:14]([F:28])([F:27])[C:15]1[CH:16]=[C:17]([CH2:21][CH2:22][C:23]([NH:25][NH2:26])=[O:24])[CH:18]=[CH:19][CH:20]=1. Product: [F:13][C:14]([F:27])([F:28])[C:15]1[CH:16]=[C:17]([CH2:21][CH2:22][C:23]([NH:25][NH:26][C:10]([C:7]2[CH:8]=[CH:9][C:4]3[N:3]=[CH:2][S:1][C:5]=3[CH:6]=2)=[O:12])=[O:24])[CH:18]=[CH:19][CH:20]=1. The catalyst class is: 7. (2) Reactant: C1C=CC2N(O)N=NC=2C=1.C(N1CCOCC1)C.C(OC([NH:29][CH:30]([CH2:34][NH:35][S:36]([C:39]1[CH:44]=[CH:43][C:42]([Cl:45])=[CH:41][C:40]=1[Cl:46])(=[O:38])=[O:37])[C:31]([OH:33])=O)=O)C1C=CC=CC=1.[NH2:47][CH:48]([CH2:63][C:64]1[CH:69]=[CH:68][C:67]([Cl:70])=[CH:66][CH:65]=1)[C:49]([N:51]([CH2:55][CH:56]([O:60][CH2:61][CH3:62])[O:57][CH2:58][CH3:59])[CH:52]([CH3:54])[CH3:53])=[O:50]. Product: [Cl:70][C:67]1[CH:66]=[CH:65][C:64]([CH2:63][CH:48]([NH:47][C:31](=[O:33])[CH:30]([NH:29][S:36]([CH3:39])(=[O:38])=[O:37])[CH2:34][NH:35][S:36]([C:39]2[CH:44]=[CH:43][C:42]([Cl:45])=[CH:41][C:40]=2[Cl:46])(=[O:37])=[O:38])[C:49](=[O:50])[N:51]([CH2:55][CH:56]([O:60][CH2:61][CH3:62])[O:57][CH2:58][CH3:59])[CH:52]([CH3:54])[CH3:53])=[CH:69][CH:68]=1. The catalyst class is: 607. (3) Reactant: [CH2:1]([O:3][C:4]([N:6]1[CH2:13][CH:12]2[CH:8]([CH2:9][C:10]3[C:16]([CH2:17][OH:18])=[CH:15][S:14][C:11]=32)[CH2:7]1)=[O:5])[CH3:2].CC(O)=O.C1C(=O)N([Br:30])C(=O)C1. Product: [CH2:1]([O:3][C:4]([N:6]1[CH2:13][CH:12]2[CH:8]([CH2:9][C:10]3[C:16]([CH2:17][OH:18])=[C:15]([Br:30])[S:14][C:11]=32)[CH2:7]1)=[O:5])[CH3:2]. The catalyst class is: 22. (4) Reactant: [Cl-].[Cl-].[Cl-].[Al+3].Cl[C:6](=[O:11])[C:7]([O:9][CH3:10])=[O:8].[CH3:12][C:13]1[S:14][CH:15]=[CH:16][CH:17]=1. Product: [CH3:10][O:9][C:7](=[O:8])[C:6]([C:15]1[S:14][C:13]([CH3:12])=[CH:17][CH:16]=1)=[O:11]. The catalyst class is: 2. (5) Reactant: [Cl:1][C:2]1[CH:7]=[CH:6][C:5]([C:8]2[N:12]([CH2:13][CH2:14][O:15][CH3:16])[C:11](=[O:17])[N:10]([CH2:18][C:19]([OH:21])=O)[N:9]=2)=[CH:4][CH:3]=1.[F:22][C:23]([F:33])([F:32])[C:24]1[CH:25]=[C:26]([CH:29]=[CH:30][CH:31]=1)[CH2:27][NH2:28].C1C=CC2N(O)N=NC=2C=1.CCN=C=NCCCN(C)C.Cl. Product: [Cl:1][C:2]1[CH:3]=[CH:4][C:5]([C:8]2[N:12]([CH2:13][CH2:14][O:15][CH3:16])[C:11](=[O:17])[N:10]([CH2:18][C:19]([NH:28][CH2:27][C:26]3[CH:29]=[CH:30][CH:31]=[C:24]([C:23]([F:22])([F:32])[F:33])[CH:25]=3)=[O:21])[N:9]=2)=[CH:6][CH:7]=1. The catalyst class is: 35. (6) Reactant: Cl[C:2]1[N:7]=[C:6]([NH:8][C@@H:9]2[CH2:14][CH2:13][CH2:12][CH2:11][C@H:10]2[N:15]([CH2:20][CH3:21])[S:16]([CH3:19])(=[O:18])=[O:17])[C:5]([Cl:22])=[CH:4][N:3]=1.C12(CS(O)(=O)=O)C(C)(C)C(CC1)CC2=O.[NH2:38][C:39]1[CH:52]=[CH:51][C:42]2[NH:43][C:44](=[O:50])[CH2:45][CH2:46][C:47]([CH3:49])([CH3:48])[C:41]=2[CH:40]=1.C(=O)([O-])[O-]. Product: [Cl:22][C:5]1[C:6]([NH:8][C@@H:9]2[CH2:14][CH2:13][CH2:12][CH2:11][C@H:10]2[N:15]([CH2:20][CH3:21])[S:16]([CH3:19])(=[O:18])=[O:17])=[N:7][C:2]([NH:38][C:39]2[CH:52]=[CH:51][C:42]3[NH:43][C:44](=[O:50])[CH2:45][CH2:46][C:47]([CH3:49])([CH3:48])[C:41]=3[CH:40]=2)=[N:3][CH:4]=1. The catalyst class is: 32. (7) Reactant: [CH3:1][O:2][C:3](=[O:16])[CH:4]=[CH:5][C:6]1[CH:11]=[CH:10][CH:9]=[C:8]([S:12](Cl)(=[O:14])=[O:13])[CH:7]=1.[NH2:17][C:18]1[CH:27]=[CH:26][C:25]2[C:20](=[CH:21][CH:22]=[CH:23][CH:24]=2)[CH:19]=1.C([O-])(O)=O.[Na+]. Product: [CH3:1][O:2][C:3](=[O:16])[CH:4]=[CH:5][C:6]1[CH:11]=[CH:10][CH:9]=[C:8]([S:12](=[O:14])(=[O:13])[NH:17][C:18]2[CH:27]=[CH:26][C:25]3[C:20](=[CH:21][CH:22]=[CH:23][CH:24]=3)[CH:19]=2)[CH:7]=1. The catalyst class is: 38. (8) Reactant: [NH2:1][C:2]1[CH:14]=[CH:13][C:5]2[S:6][C:7]([C:9]([O:11][CH3:12])=[O:10])=[CH:8][C:4]=2[CH:3]=1.[Cl:15][CH2:16][C:17](Cl)=[O:18].C(N(CC)CC)C.O1CCCC1. Product: [Cl:15][CH2:16][C:17]([NH:1][C:2]1[CH:14]=[CH:13][C:5]2[S:6][C:7]([C:9]([O:11][CH3:12])=[O:10])=[CH:8][C:4]=2[CH:3]=1)=[O:18]. The catalyst class is: 310. (9) Reactant: [Cl:1][C:2]1[CH:23]=[C:22]([C:24]2[CH2:29][CH2:28][C:27](=[O:30])[NH:26][N:25]=2)[CH:21]=[CH:20][C:3]=1[O:4][CH2:5][CH2:6][C:7]1[CH:12]=[CH:11][C:10]([O:13]C(=O)C(C)(C)C)=[CH:9][CH:8]=1.[OH-].[Li+].Cl.ClC1C=C(C2CCC(=O)NN=2)[CH:43]=[CH:42][C:36]=1[O:37]CC(O)=O.C(=O)([O-])[O-].[K+].[K+]. Product: [Cl:1][C:2]1[CH:23]=[C:22]([C:24]2[CH2:29][CH2:28][C:27](=[O:30])[NH:26][N:25]=2)[CH:21]=[CH:20][C:3]=1[O:4][CH2:5][CH2:6][C:7]1[CH:8]=[CH:9][C:10]([O:13][CH2:43][CH:42]2[CH2:36][O:37]2)=[CH:11][CH:12]=1. The catalyst class is: 30. (10) Reactant: [OH-].[Na+].[CH2:3]([O:5][C:6]1[CH:11]=[C:10]([CH2:12][N:13]2[CH2:16][C:15]3([CH2:20][C:19]([C@H:21]4[CH2:26][CH2:25][C@H:24]([C:27]([O:29]C)=[O:28])[CH2:23][CH2:22]4)=[N:18][O:17]3)[CH2:14]2)[CH:9]=[C:8]([O:31][CH2:32][CH3:33])[C:7]=1[C:34]1[CH:39]=[CH:38][C:37]([F:40])=[CH:36][CH:35]=1)[CH3:4].C1COCC1. Product: [CH2:32]([O:31][C:8]1[CH:9]=[C:10]([CH2:12][N:13]2[CH2:14][C:15]3([CH2:20][C:19]([C@H:21]4[CH2:26][CH2:25][C@H:24]([C:27]([OH:29])=[O:28])[CH2:23][CH2:22]4)=[N:18][O:17]3)[CH2:16]2)[CH:11]=[C:6]([O:5][CH2:3][CH3:4])[C:7]=1[C:34]1[CH:39]=[CH:38][C:37]([F:40])=[CH:36][CH:35]=1)[CH3:33]. The catalyst class is: 8.